From a dataset of Forward reaction prediction with 1.9M reactions from USPTO patents (1976-2016). Predict the product of the given reaction. (1) The product is: [N:18]1([C:4]2[N:3]=[C:2]([NH:9][C:10]3[CH:17]=[CH:16][C:13]([C:14]#[N:15])=[CH:12][CH:11]=3)[CH:7]=[CH:6][CH:5]=2)[CH:22]=[CH:21][CH:20]=[N:19]1. Given the reactants F[C:2]1[CH:7]=[CH:6][CH:5]=[C:4](F)[N:3]=1.[NH2:9][C:10]1[CH:17]=[CH:16][C:13]([C:14]#[N:15])=[CH:12][CH:11]=1.[NH:18]1[CH:22]=[CH:21][CH:20]=[N:19]1, predict the reaction product. (2) Given the reactants [OH:1][CH2:2][CH2:3][CH2:4][C:5]1[C:13]2[C:8](=[CH:9][CH:10]=[CH:11][CH:12]=2)[NH:7][C:6]=1[C:14]([O:16][CH2:17][CH3:18])=[O:15].C(N(CC)CC)C.[CH3:26][S:27](Cl)(=[O:29])=[O:28], predict the reaction product. The product is: [CH3:26][S:27]([O:1][CH2:2][CH2:3][CH2:4][C:5]1[C:13]2[C:8](=[CH:9][CH:10]=[CH:11][CH:12]=2)[NH:7][C:6]=1[C:14]([O:16][CH2:17][CH3:18])=[O:15])(=[O:29])=[O:28]. (3) Given the reactants [CH3:1][C:2]1[C:3]([OH:12])=[N:4][C:5]2[C:10]([N:11]=1)=[CH:9][CH:8]=[CH:7][CH:6]=2.[Se](=O)=[O:14], predict the reaction product. The product is: [OH:12][C:3]1[C:2]([CH:1]=[O:14])=[N:11][C:10]2[C:5]([N:4]=1)=[CH:6][CH:7]=[CH:8][CH:9]=2. (4) The product is: [C:18]([Si:15]([O:14][CH2:13][CH2:12][O:8][C:4]1[CH:5]=[CH:6][CH:7]=[C:2]([I:1])[CH:3]=1)([CH3:17])[CH3:16])([CH3:21])([CH3:20])[CH3:19]. Given the reactants [I:1][C:2]1[CH:3]=[C:4]([OH:8])[CH:5]=[CH:6][CH:7]=1.[OH-].[Na+].Br[CH2:12][CH2:13][O:14][Si:15]([C:18]([CH3:21])([CH3:20])[CH3:19])([CH3:17])[CH3:16], predict the reaction product. (5) Given the reactants [CH3:1][C:2]1[N:3]=[C:4]([C:19]2[CH:24]=[CH:23][CH:22]=[CH:21][C:20]=2[O:25]CC2C=CC=CC=2)[N:5]([CH2:11][CH2:12][C:13]2[CH:18]=[CH:17][CH:16]=[CH:15][CH:14]=2)[C:6](=[O:10])[C:7]=1[C:8]#[N:9], predict the reaction product. The product is: [OH:25][C:20]1[CH:21]=[CH:22][CH:23]=[CH:24][C:19]=1[C:4]1[N:5]([CH2:11][CH2:12][C:13]2[CH:14]=[CH:15][CH:16]=[CH:17][CH:18]=2)[C:6](=[O:10])[C:7]([C:8]#[N:9])=[C:2]([CH3:1])[N:3]=1.